This data is from Forward reaction prediction with 1.9M reactions from USPTO patents (1976-2016). The task is: Predict the product of the given reaction. (1) Given the reactants [Br:1][C:2]1[C:10]2[O:11][CH2:12][CH2:13][C:9]=2[C:8]2/[C:7](=[CH:14]/[C:15]#[N:16])/[CH2:6][CH2:5][C:4]=2[C:3]=1[Br:17].[H][H], predict the reaction product. The product is: [Br:1][C:2]1[C:10]2[O:11][CH2:12][CH2:13][C:9]=2[C:8]2[C@H:7]([CH2:14][C:15]#[N:16])[CH2:6][CH2:5][C:4]=2[C:3]=1[Br:17]. (2) Given the reactants [Cl:1][C:2]1[CH:7]=[CH:6][C:5]([C:8]2[CH:12]=[C:11]([F:13])[S:10][C:9]=2[CH2:14][OH:15])=[CH:4][CH:3]=1.C1CCN(C(N=NC(N2CCCCC2)=O)=O)CC1.P(CCCC)(CCCC)CCCC.[F:47][C:48]1[CH:49]=[C:50]([CH2:56][CH2:57][C:58]([O:60][CH2:61][CH3:62])=[O:59])[CH:51]=[C:52]([F:55])[C:53]=1O, predict the reaction product. The product is: [Cl:1][C:2]1[CH:7]=[CH:6][C:5]([C:8]2[CH:12]=[C:11]([F:13])[S:10][C:9]=2[CH2:14][O:15][C:53]2[C:52]([F:55])=[CH:51][C:50]([CH2:56][CH2:57][C:58]([O:60][CH2:61][CH3:62])=[O:59])=[CH:49][C:48]=2[F:47])=[CH:4][CH:3]=1. (3) Given the reactants CCN=C=NCCCN(C)C.Cl.ON1C2C=CC=CC=2N=N1.CN1CCOCC1.[NH2:30][CH:31]1[CH2:34][N:33]([C:35]2[S:36][C:37]([C:40]([O:42][CH2:43][CH3:44])=[O:41])=[CH:38][N:39]=2)[CH2:32]1.[Cl:45][C:46]1[N:47]=[C:48]([C:53](O)=[O:54])[NH:49][C:50]=1[CH2:51][CH3:52], predict the reaction product. The product is: [Cl:45][C:46]1[N:47]=[C:48]([C:53]([NH:30][CH:31]2[CH2:34][N:33]([C:35]3[S:36][C:37]([C:40]([O:42][CH2:43][CH3:44])=[O:41])=[CH:38][N:39]=3)[CH2:32]2)=[O:54])[NH:49][C:50]=1[CH2:51][CH3:52]. (4) The product is: [C:31]([C:23]1[C:24]([NH:26][CH2:27][CH2:28][O:29][CH3:30])=[CH:25][C:20]([NH:19][C:17]([N:8]2[C:9]3[C:4](=[CH:3][C:2]([C:37]4[CH:36]=[N:35][N:34]([CH3:33])[CH:38]=4)=[C:11]([CH:12]([O:15][CH3:16])[O:13][CH3:14])[N:10]=3)[CH2:5][CH2:6][CH2:7]2)=[O:18])=[N:21][CH:22]=1)#[N:32]. Given the reactants Br[C:2]1[CH:3]=[C:4]2[C:9](=[N:10][C:11]=1[CH:12]([O:15][CH3:16])[O:13][CH3:14])[N:8]([C:17]([NH:19][C:20]1[CH:25]=[C:24]([NH:26][CH2:27][CH2:28][O:29][CH3:30])[C:23]([C:31]#[N:32])=[CH:22][N:21]=1)=[O:18])[CH2:7][CH2:6][CH2:5]2.[CH3:33][N:34]1[CH:38]=[CH:37][C:36](B2OC(C)(C)C(C)(C)O2)=[N:35]1.C([O-])([O-])=O.[Na+].[Na+], predict the reaction product. (5) Given the reactants Br[C:2]1[CH:7]=[CH:6][C:5]([C:8]([N:11]2[CH2:16][CH2:15][N:14]([S:17]([C:20]3[CH:25]=[CH:24][C:23]([CH3:26])=[CH:22][CH:21]=3)(=[O:19])=[O:18])[CH2:13][CH2:12]2)([CH3:10])[CH3:9])=[CH:4][CH:3]=1.[CH3:27][N:28](C=O)C, predict the reaction product. The product is: [CH3:9][C:8]([C:5]1[CH:6]=[CH:7][C:2]([C:27]#[N:28])=[CH:3][CH:4]=1)([N:11]1[CH2:16][CH2:15][N:14]([S:17]([C:20]2[CH:25]=[CH:24][C:23]([CH3:26])=[CH:22][CH:21]=2)(=[O:19])=[O:18])[CH2:13][CH2:12]1)[CH3:10]. (6) The product is: [CH3:1][C:2]1[S:3][C:4]([CH3:10])=[CH:5][C:6]=1[CH:7]=[O:8]. Given the reactants [CH3:1][C:2]1[S:3][C:4]([CH3:10])=[CH:5][C:6]=1[C:7](O)=[O:8].Cl, predict the reaction product.